Dataset: Catalyst prediction with 721,799 reactions and 888 catalyst types from USPTO. Task: Predict which catalyst facilitates the given reaction. (1) Reactant: [CH3:1][O:2][C:3]1[C:10]([O:11][CH3:12])=[C:9]([O:13][CH3:14])[CH:8]=[CH:7][C:4]=1[CH:5]=O.COC1C=C(C=CC=1OC)C=[N:21][CH2:22][CH:23]([O:26][CH3:27])[O:24][CH3:25]. Product: [CH3:1][O:2][C:3]1[C:10]([O:11][CH3:12])=[C:9]([O:13][CH3:14])[CH:8]=[CH:7][C:4]=1[CH:5]=[N:21][CH2:22][CH:23]([O:26][CH3:27])[O:24][CH3:25]. The catalyst class is: 48. (2) Reactant: C(O[C:6]([N:8](C)[C@H:9]1[CH2:14][CH2:13][C@H:12]([N:15]([CH2:28][CH3:29])[C:16]2[C:17]([CH3:27])=[C:18]([CH:23]=[C:24]([Cl:26])[CH:25]=2)[C:19]([O:21][CH3:22])=[O:20])[CH2:11][CH2:10]1)=O)(C)(C)C.C(O)(C(F)(F)F)=O.C(=O)(O)[O-].[Na+]. Product: [Cl:26][C:24]1[CH:25]=[C:16]([N:15]([CH2:28][CH3:29])[C@H:12]2[CH2:13][CH2:14][C@H:9]([NH:8][CH3:6])[CH2:10][CH2:11]2)[C:17]([CH3:27])=[C:18]([CH:23]=1)[C:19]([O:21][CH3:22])=[O:20]. The catalyst class is: 2. (3) Reactant: C1([CH:7]2[CH2:13][CH2:12][CH2:11][CH2:10][NH:9][CH2:8]2)C=CC=CC=1.[CH:14]([C:16]1[CH:30]=[CH:29][C:19]([O:20][C:21]2[CH:28]=[CH:27][C:24]([C:25]#[N:26])=[CH:23][N:22]=2)=[C:18]([CH3:31])[CH:17]=1)=O.C(O[BH-](O[C:42](=O)[CH3:43])OC(=O)C)(=O)C.[Na+].[C:46](O)(=O)[CH3:47].Cl[CH2:51][CH2:52]Cl. Product: [CH3:31][C:18]1[CH:17]=[C:16]([CH2:14][N:9]2[CH2:10][CH2:11][CH2:12][CH:13]([C:42]3[CH:43]=[CH:47][CH:46]=[CH:52][CH:51]=3)[CH2:7][CH2:8]2)[CH:30]=[CH:29][C:19]=1[O:20][C:21]1[CH:28]=[CH:27][C:24]([C:25]#[N:26])=[CH:23][N:22]=1. The catalyst class is: 13. (4) Reactant: [CH3:1][O:2][C:3]1[CH:8]=[C:7]([O:9][CH3:10])[N:6]=[C:5]([N:11]2[C:20](=[O:21])[C:19]3[C:14](=[CH:15][C:16]([C:22]([OH:24])=O)=[CH:17][CH:18]=3)[NH:13][C:12]2=[S:25])[N:4]=1.[S:26]1[CH:30]=[CH:29][CH:28]=[C:27]1[CH2:31][NH2:32].C(Cl)CCl. Product: [CH3:10][O:9][C:7]1[CH:8]=[C:3]([O:2][CH3:1])[N:4]=[C:5]([N:11]2[C:20](=[O:21])[C:19]3[C:14](=[CH:15][C:16]([C:22]([NH:32][CH2:31][C:27]4[S:26][CH:30]=[CH:29][CH:28]=4)=[O:24])=[CH:17][CH:18]=3)[NH:13][C:12]2=[S:25])[N:6]=1. The catalyst class is: 18. (5) Reactant: [NH2:1][C@H:2]([C:15]([N:17]1[CH2:63][CH2:62][CH2:61][C@H:18]1[C:19]([N:21]1[CH2:60][CH2:59][CH2:58][C@H:22]1[C:23]([NH:25][C@H:26]([C:52]([C:54]([CH3:57])([CH3:56])[CH3:55])=[O:53])[CH2:27][CH2:28][CH2:29][NH:30][C:31](=[NH:51])[NH:32][S:33]([C:36]1[C:49]([CH3:50])=[C:47]([CH3:48])[C:46]2[O:45][C:42]([CH3:44])([CH3:43])[CH2:41][CH2:40][C:39]=2[C:37]=1[CH3:38])(=[O:35])=[O:34])=[O:24])=[O:20])=[O:16])[CH2:3][CH2:4][CH2:5][CH2:6][NH:7][C:8]([O:10][C:11]([CH3:14])([CH3:13])[CH3:12])=[O:9].[NH:64]([C:76]([O:78][CH2:79][CH:80]1[C:92]2[C:87](=[CH:88][CH:89]=[CH:90][CH:91]=2)[C:86]2[C:81]1=[CH:82][CH:83]=[CH:84][CH:85]=2)=[O:77])[C@H:65]([C:73](O)=[O:74])[C@@H:66]([CH3:72])[O:67][C:68]([CH3:71])([CH3:70])[CH3:69].CN(C(ON1N=NC2C=CC=NC1=2)=[N+](C)C)C.F[P-](F)(F)(F)(F)F.CCN(C(C)C)C(C)C. Product: [NH:64]([C:76]([O:78][CH2:79][CH:80]1[C:92]2[C:87](=[CH:88][CH:89]=[CH:90][CH:91]=2)[C:86]2[C:81]1=[CH:82][CH:83]=[CH:84][CH:85]=2)=[O:77])[C@H:65]([C:73]([NH:1][C@H:2]([C:15]([N:17]1[CH2:63][CH2:62][CH2:61][C@H:18]1[C:19]([N:21]1[CH2:60][CH2:59][CH2:58][C@H:22]1[C:23]([NH:25][C@H:26]([C:52]([C:54]([CH3:55])([CH3:57])[CH3:56])=[O:53])[CH2:27][CH2:28][CH2:29][NH:30][C:31](=[NH:51])[NH:32][S:33]([C:36]1[C:49]([CH3:50])=[C:47]([CH3:48])[C:46]2[O:45][C:42]([CH3:43])([CH3:44])[CH2:41][CH2:40][C:39]=2[C:37]=1[CH3:38])(=[O:35])=[O:34])=[O:24])=[O:20])=[O:16])[CH2:3][CH2:4][CH2:5][CH2:6][NH:7][C:8]([O:10][C:11]([CH3:13])([CH3:12])[CH3:14])=[O:9])=[O:74])[C@@H:66]([CH3:72])[O:67][C:68]([CH3:70])([CH3:71])[CH3:69]. The catalyst class is: 124.